Predict the product of the given reaction. From a dataset of Forward reaction prediction with 1.9M reactions from USPTO patents (1976-2016). (1) Given the reactants Br[C:2]1[CH:3]=[C:4]([O:16][CH3:17])[C:5]([O:14][CH3:15])=[C:6]([CH:8]2[O:13][CH2:12][CH2:11][CH2:10][O:9]2)[CH:7]=1.[Li]C(C)(C)C.[C:23]1([CH3:31])[CH:28]=[CH:27][C:26]([CH:29]=[O:30])=[CH:25][CH:24]=1.O, predict the reaction product. The product is: [O:9]1[CH2:10][CH2:11][CH2:12][O:13][CH:8]1[C:6]1[CH:7]=[C:2]([CH:29]([C:26]2[CH:27]=[CH:28][C:23]([CH3:31])=[CH:24][CH:25]=2)[OH:30])[CH:3]=[C:4]([O:16][CH3:17])[C:5]=1[O:14][CH3:15]. (2) Given the reactants [NH2:1][C:2]1[N:3]=[C:4]([NH:17][CH:18]2[CH2:23][CH2:22][N:21]([S:24]([C:27]3[CH:32]=[CH:31][C:30]([C:33]#[C:34][CH2:35][N:36]([CH3:38])[CH3:37])=[CH:29][CH:28]=3)(=[O:26])=[O:25])[CH2:20][CH2:19]2)[S:5][C:6]=1[C:7]([C:9]1[C:14]([F:15])=[CH:13][CH:12]=[CH:11][C:10]=1[F:16])=[O:8], predict the reaction product. The product is: [NH2:1][C:2]1[N:3]=[C:4]([NH:17][CH:18]2[CH2:19][CH2:20][N:21]([S:24]([C:27]3[CH:28]=[CH:29][C:30]([CH2:33][CH2:34][CH2:35][N:36]([CH3:38])[CH3:37])=[CH:31][CH:32]=3)(=[O:25])=[O:26])[CH2:22][CH2:23]2)[S:5][C:6]=1[C:7]([C:9]1[C:14]([F:15])=[CH:13][CH:12]=[CH:11][C:10]=1[F:16])=[O:8]. (3) Given the reactants [CH3:1][O:2][C:3]1[CH:4]=[N:5][C:6]([C:9]2[CH:18]=[CH:17][CH:16]=[CH:15][C:10]=2[C:11]([O:13]C)=[O:12])=[CH:7][CH:8]=1.[OH-].[Na+], predict the reaction product. The product is: [CH3:1][O:2][C:3]1[CH:4]=[N:5][C:6]([C:9]2[CH:18]=[CH:17][CH:16]=[CH:15][C:10]=2[C:11]([OH:13])=[O:12])=[CH:7][CH:8]=1. (4) Given the reactants [N+:1]([C:4]1[CH:9]=[CH:8][C:7]([N:10]2[CH2:15][CH2:14][N:13]([C:16]([O:18][C:19]([CH3:22])([CH3:21])[CH3:20])=[O:17])[CH:12]([C:23](OC)=[O:24])[CH2:11]2)=[CH:6][CH:5]=1)([O-:3])=[O:2].[H-].[H-].[H-].[H-].[Li+].[Al+3], predict the reaction product. The product is: [OH:24][CH2:23][CH:12]1[CH2:11][N:10]([C:7]2[CH:6]=[CH:5][C:4]([N+:1]([O-:3])=[O:2])=[CH:9][CH:8]=2)[CH2:15][CH2:14][N:13]1[C:16]([O:18][C:19]([CH3:22])([CH3:21])[CH3:20])=[O:17]. (5) Given the reactants Br[C:2]1[CH:3]=[C:4]2[C:9](=[CH:10][CH:11]=1)[CH:8]=[C:7]([O:12][CH2:13][CH2:14][C:15]1[CH:16]=[N:17][CH:18]=[CH:19][CH:20]=1)[CH:6]=[CH:5]2.C([O-])(=O)C.[K+].Br[C:27]1[C:35]2[C:30](=[CH:31][CH:32]=[C:33]([C:36]#[N:37])[CH:34]=2)[N:29]([CH:38]2[CH2:43][CH2:42][CH2:41][CH2:40][O:39]2)[N:28]=1.P([O-])([O-])([O-])=O.[K+].[K+].[K+], predict the reaction product. The product is: [N:17]1[CH:18]=[CH:19][CH:20]=[C:15]([CH2:14][CH2:13][O:12][C:7]2[CH:8]=[C:9]3[C:4](=[CH:5][CH:6]=2)[CH:3]=[C:2]([C:27]2[C:35]4[C:30](=[CH:31][CH:32]=[C:33]([C:36]#[N:37])[CH:34]=4)[N:29]([CH:38]4[CH2:43][CH2:42][CH2:41][CH2:40][O:39]4)[N:28]=2)[CH:11]=[CH:10]3)[CH:16]=1. (6) The product is: [CH3:11][C:9]1([CH3:12])[O:8][C:7]([CH3:14])([CH3:13])[C:6]2[CH:15]=[C:2]([C:17]3[CH:18]=[C:19]([C:22]#[N:23])[S:20][CH:21]=3)[CH:3]=[CH:4][C:5]=2[NH:10]1. Given the reactants Br[C:2]1[CH:3]=[CH:4][C:5]2[NH:10][C:9]([CH3:12])([CH3:11])[O:8][C:7]([CH3:14])([CH3:13])[C:6]=2[CH:15]=1.Br[C:17]1[CH:18]=[C:19]([C:22]#[N:23])[S:20][CH:21]=1, predict the reaction product.